This data is from Peptide-MHC class I binding affinity with 185,985 pairs from IEDB/IMGT. The task is: Regression. Given a peptide amino acid sequence and an MHC pseudo amino acid sequence, predict their binding affinity value. This is MHC class I binding data. (1) The peptide sequence is FIKDRATAV. The MHC is HLA-B27:05 with pseudo-sequence HLA-B27:05. The binding affinity (normalized) is 0.0847. (2) The peptide sequence is LIGCWYCRRR. The MHC is HLA-A03:01 with pseudo-sequence HLA-A03:01. The binding affinity (normalized) is 0.521. (3) The peptide sequence is KAVRGDLNF. The MHC is HLA-A02:01 with pseudo-sequence HLA-A02:01. The binding affinity (normalized) is 0.0847. (4) The peptide sequence is AMDTHLYFE. The MHC is HLA-A02:03 with pseudo-sequence HLA-A02:03. The binding affinity (normalized) is 0.0847. (5) The peptide sequence is VTGCASLYV. The MHC is HLA-B27:03 with pseudo-sequence HLA-B27:03. The binding affinity (normalized) is 0.0847. (6) The peptide sequence is FLMVLLIPEP. The MHC is HLA-A02:01 with pseudo-sequence HLA-A02:01. The binding affinity (normalized) is 0.681.